Dataset: Peptide-MHC class II binding affinity with 134,281 pairs from IEDB. Task: Regression. Given a peptide amino acid sequence and an MHC pseudo amino acid sequence, predict their binding affinity value. This is MHC class II binding data. (1) The peptide sequence is YFLMAYANQIHHVDL. The MHC is DRB1_1302 with pseudo-sequence DRB1_1302. The binding affinity (normalized) is 0.920. (2) The MHC is DRB1_1001 with pseudo-sequence DRB1_1001. The binding affinity (normalized) is 0.156. The peptide sequence is KIEIDQDHQEEICEV. (3) The peptide sequence is VSLIAALKGMINLWK. The MHC is DRB1_0405 with pseudo-sequence DRB1_0405. The binding affinity (normalized) is 0.587. (4) The peptide sequence is ATSPTAEGGKATTEE. The MHC is DRB1_0301 with pseudo-sequence DRB1_0301. The binding affinity (normalized) is 0. (5) The peptide sequence is WKLEGRWDGEEEVQL. The MHC is DRB1_0801 with pseudo-sequence DRB1_0801. The binding affinity (normalized) is 0.302. (6) The peptide sequence is YQQGVTVDSIGM. The MHC is DRB1_1501 with pseudo-sequence DRB1_1501. The binding affinity (normalized) is 0.0509.